This data is from Forward reaction prediction with 1.9M reactions from USPTO patents (1976-2016). The task is: Predict the product of the given reaction. (1) The product is: [F:1][C:2]1[CH:7]=[CH:6][C:5]([CH2:8][C:9]2[O:14][C:13]([C:15]3[C:16]([O:26][CH3:27])=[C:17]4[C:22](=[O:23])[N:21]([CH3:24])[CH2:20][CH2:19][N:18]4[CH:25]=3)=[N:12][N:11]=2)=[CH:4][CH:3]=1. Given the reactants [F:1][C:2]1[CH:7]=[CH:6][C:5]([CH2:8][C:9]([NH:11][NH:12][C:13]([C:15]2[C:16]([O:26][CH3:27])=[C:17]3[C:22](=[O:23])[N:21]([CH3:24])[CH2:20][CH2:19][N:18]3[CH:25]=2)=[O:14])=O)=[CH:4][CH:3]=1.C(NCC(O)=O)(OCC1C=CC=CC=1)=O.[OH-].COC(NS([N+](CC)(CC)CC)(=O)=O)=O.CC[N+](S(N=C(OC)[O-])(=O)=O)(CC)CC, predict the reaction product. (2) Given the reactants C([N:8]1[CH2:16][C:15]2[C:10](=[CH:11][CH:12]=[C:13]([C:17]3[CH2:18][C@H:19]([CH3:24])[O:20][C@H:21]([CH3:23])[CH:22]=3)[CH:14]=2)[CH2:9]1)C1C=CC=CC=1.[H][H], predict the reaction product. The product is: [CH3:23][C@H:21]1[CH2:22][CH:17]([C:13]2[CH:14]=[C:15]3[C:10](=[CH:11][CH:12]=2)[CH2:9][NH:8][CH2:16]3)[CH2:18][C@@H:19]([CH3:24])[O:20]1.